Predict which catalyst facilitates the given reaction. From a dataset of Catalyst prediction with 721,799 reactions and 888 catalyst types from USPTO. (1) Reactant: [F:1][C:2]1[CH:3]=[C:4]([N:9]2[C:13]([CH3:15])([CH3:14])[C:12](=[O:16])[N:11]([C:17]3[CH:24]=[CH:23][C:20]([C:21]#[N:22])=[C:19]([C:25]([F:28])([F:27])[F:26])[CH:18]=3)[C:10]2=[S:29])[CH:5]=[CH:6][C:7]=1[OH:8].[O:30]1[CH2:33][CH:32](OS(C2C=CC(C)=CC=2)(=O)=O)[CH2:31]1.C(=O)([O-])[O-].[K+].[K+].O. Product: [F:1][C:2]1[CH:3]=[C:4]([N:9]2[C:13]([CH3:14])([CH3:15])[C:12](=[O:16])[N:11]([C:17]3[CH:24]=[CH:23][C:20]([C:21]#[N:22])=[C:19]([C:25]([F:26])([F:27])[F:28])[CH:18]=3)[C:10]2=[S:29])[CH:5]=[CH:6][C:7]=1[O:8][CH:32]1[CH2:33][O:30][CH2:31]1. The catalyst class is: 80. (2) Reactant: C([O:3][C:4](=O)[NH:5][CH2:6][CH2:7][C:8]1[CH:13]=[CH:12][C:11]([Cl:14])=[C:10]([F:15])[CH:9]=1)C.O=P12OP3(OP(OP(O3)(O1)=O)(=O)O2)=O. Product: [Cl:14][C:11]1[C:10]([F:15])=[C:9]2[C:8]([CH2:7][CH2:6][NH:5][C:4]2=[O:3])=[CH:13][CH:12]=1. The catalyst class is: 265.